Dataset: Catalyst prediction with 721,799 reactions and 888 catalyst types from USPTO. Task: Predict which catalyst facilitates the given reaction. (1) Reactant: [CH3:1][O:2][CH:3]1[CH2:8][CH2:7][N:6]([C:9]2[N:14]=[C:13]([NH:15][C:16]3[N:21]=[CH:20][C:19]4[N:22]=[C:23]([C:26]5[CH:27]=[N:28][N:29](COCC[Si](C)(C)C)[CH:30]=5)[N:24]([CH3:25])[C:18]=4[CH:17]=3)[CH:12]=[CH:11][N:10]=2)[CH2:5][CH2:4]1. Product: [CH3:1][O:2][CH:3]1[CH2:4][CH2:5][N:6]([C:9]2[N:14]=[C:13]([NH:15][C:16]3[N:21]=[CH:20][C:19]4[N:22]=[C:23]([C:26]5[CH:30]=[N:29][NH:28][CH:27]=5)[N:24]([CH3:25])[C:18]=4[CH:17]=3)[CH:12]=[CH:11][N:10]=2)[CH2:7][CH2:8]1. The catalyst class is: 240. (2) Reactant: [CH:1]1([NH:7][C:8](=[N:21][CH:22]2[CH2:27][CH2:26][CH2:25][CH2:24][CH2:23]2)[O:9][N:10]2[C:15]([CH3:17])([CH3:16])[CH2:14][CH:13]([OH:18])[CH2:12][C:11]2([CH3:20])[CH3:19])[CH2:6][CH2:5][CH2:4][CH2:3][CH2:2]1.[C:28](Cl)(=[O:40])[CH2:29][CH2:30][CH2:31][CH2:32][CH2:33][CH2:34][CH2:35][CH2:36][C:37](Cl)=[O:38]. Product: [CH:22]1([NH:21][C:8]([O:9][N:10]2[C:11]([CH3:20])([CH3:19])[CH2:12][CH:13]([O:18][C:28](=[O:40])[CH2:29][CH2:30][CH2:31][CH2:32][CH2:33][CH2:34][CH2:35][CH2:36][C:37]([O:18][CH:13]3[CH2:12][C:11]([CH3:19])([CH3:20])[N:10]([O:9][C:8](=[N:7][CH:1]4[CH2:6][CH2:5][CH2:4][CH2:3][CH2:2]4)[NH:21][CH:22]4[CH2:27][CH2:26][CH2:25][CH2:24][CH2:23]4)[C:15]([CH3:17])([CH3:16])[CH2:14]3)=[O:38])[CH2:14][C:15]2([CH3:16])[CH3:17])=[N:7][CH:1]2[CH2:2][CH2:3][CH2:4][CH2:5][CH2:6]2)[CH2:23][CH2:24][CH2:25][CH2:26][CH2:27]1. The catalyst class is: 341. (3) Reactant: [F:1][CH:2]([F:13])[C:3]1[CH:8]=[C:7]([F:9])[CH:6]=[CH:5][C:4]=1[N+:10]([O-])=O.Cl. Product: [F:13][CH:2]([F:1])[C:3]1[CH:8]=[C:7]([F:9])[CH:6]=[CH:5][C:4]=1[NH2:10]. The catalyst class is: 8. (4) Product: [C:1]([O:5][C@@H:6]([C:9]1[C:10]([C:21]2[CH:22]=[CH:23][C:24]([Cl:27])=[CH:25][CH:26]=2)=[C:11]2[C:16](=[CH:17][C:18]=1[CH3:19])[NH:15][C:14](=[O:20])[CH:13]=[CH:12]2)[CH2:7][O:8][Si:33]([C:36]([CH3:39])([CH3:38])[CH3:37])([CH3:35])[CH3:34])([CH3:4])([CH3:2])[CH3:3]. The catalyst class is: 39. Reactant: [C:1]([O:5][C@@H:6]([C:9]1[C:10]([C:21]2[CH:26]=[CH:25][C:24]([Cl:27])=[CH:23][CH:22]=2)=[C:11]2[C:16](=[CH:17][C:18]=1[CH3:19])[NH:15][C:14](=[O:20])[CH:13]=[CH:12]2)[CH2:7][OH:8])([CH3:4])([CH3:3])[CH3:2].N1C=CN=C1.[Si:33](Cl)([C:36]([CH3:39])([CH3:38])[CH3:37])([CH3:35])[CH3:34]. (5) Reactant: [O:1]1[C:10]2[C:5](=[CH:6][CH:7]=[CH:8][CH:9]=2)[CH2:4][CH:3]([NH2:11])[CH2:2]1.C(N(CC)CC)C.[C:19](O[C:19](=[O:22])[CH2:20][CH3:21])(=[O:22])[CH2:20][CH3:21]. Product: [O:1]1[C:10]2[C:5](=[CH:6][CH:7]=[CH:8][CH:9]=2)[CH2:4][CH:3]([NH:11][C:19](=[O:22])[CH2:20][CH3:21])[CH2:2]1. The catalyst class is: 1. (6) Reactant: [CH3:1][C:2]1([CH2:13][O:14][C:15]2[CH:20]=[CH:19][C:18]([N:21]3[CH2:26][CH2:25][N:24]([C:27]([O:29]C(C)(C)C)=[O:28])[CH2:23][CH2:22]3)=[CH:17][CH:16]=2)[O:6][C:5]2=[N:7][C:8]([N+:10]([O-:12])=[O:11])=[CH:9][N:4]2[CH2:3]1.FC(F)(F)C(O)=O.[Cl:41][C:42]1[CH:43]=[C:44]([CH:47]=[CH:48][C:49]=1[Cl:50])[CH2:45]O.C(N1C=CN=C1)(N1C=CN=C1)=O. Product: [CH3:1][C:2]1([CH2:13][O:14][C:15]2[CH:20]=[CH:19][C:18]([N:21]3[CH2:22][CH2:23][N:24]([C:27]([O:29][CH2:45][C:44]4[CH:47]=[CH:48][C:49]([Cl:50])=[C:42]([Cl:41])[CH:43]=4)=[O:28])[CH2:25][CH2:26]3)=[CH:17][CH:16]=2)[O:6][C:5]2=[N:7][C:8]([N+:10]([O-:12])=[O:11])=[CH:9][N:4]2[CH2:3]1. The catalyst class is: 606. (7) Reactant: [Cl:1][CH2:2][C:3]1[N:8]=[C:7]([C:9](Cl)=[O:10])[CH:6]=[CH:5][CH:4]=1.[C:12]1([S:18]([N:21]2[C:29]3[CH:28]=[C:27]([C:30]4[CH:35]=[CH:34][N:33]=[C:32]5[NH:36][CH:37]=[CH:38][C:31]=45)[CH:26]=[C:25]([NH2:39])[C:24]=3[CH:23]=[N:22]2)(=[O:20])=[O:19])[CH:17]=[CH:16][CH:15]=[CH:14][CH:13]=1.CCN(C(C)C)C(C)C.C(Cl)Cl. Product: [Cl:1][CH2:2][C:3]1[N:8]=[C:7]([C:9]([NH:39][C:25]2[CH:26]=[C:27]([C:30]3[CH:35]=[CH:34][N:33]=[C:32]4[NH:36][CH:37]=[CH:38][C:31]=34)[CH:28]=[C:29]3[C:24]=2[CH:23]=[N:22][N:21]3[S:18]([C:12]2[CH:17]=[CH:16][CH:15]=[CH:14][CH:13]=2)(=[O:20])=[O:19])=[O:10])[CH:6]=[CH:5][CH:4]=1. The catalyst class is: 22. (8) Reactant: ClC(Cl)(Cl)C(=N)O[CH:5]([C:7]1[C:15]2[C:11](=[CH:12][N:13]([CH2:16][O:17][CH2:18][CH2:19][Si:20]([CH3:23])([CH3:22])[CH3:21])[N:14]=2)[CH:10]=[C:9]([F:24])[CH:8]=1)[CH3:6].[F:28][C:29]1[CH:34]=[CH:33][C:32]([C:35]2([CH2:48][OH:49])[CH2:40][CH2:39][N:38]([C:41]([O:43][C:44]([CH3:47])([CH3:46])[CH3:45])=[O:42])[CH2:37][CH2:36]2)=[CH:31][CH:30]=1.C1CCCCC1. Product: [F:24][C:9]1[CH:8]=[C:7]([CH:5]([O:49][CH2:48][C:35]2([C:32]3[CH:31]=[CH:30][C:29]([F:28])=[CH:34][CH:33]=3)[CH2:36][CH2:37][N:38]([C:41]([O:43][C:44]([CH3:45])([CH3:46])[CH3:47])=[O:42])[CH2:39][CH2:40]2)[CH3:6])[C:15]2[C:11](=[CH:12][N:13]([CH2:16][O:17][CH2:18][CH2:19][Si:20]([CH3:22])([CH3:21])[CH3:23])[N:14]=2)[CH:10]=1. The catalyst class is: 4. (9) Reactant: [F:1][C:2]1[CH:7]=[C:6]([F:8])[CH:5]=[CH:4][C:3]=1[CH2:9][C:10]([N:12]1[CH2:17][CH2:16][N:15]([C:18]([O:20][C:21]([CH3:24])([CH3:23])[CH3:22])=[O:19])[CH2:14][CH2:13]1)=O. Product: [F:1][C:2]1[CH:7]=[C:6]([F:8])[CH:5]=[CH:4][C:3]=1[CH2:9][CH2:10][N:12]1[CH2:13][CH2:14][N:15]([C:18]([O:20][C:21]([CH3:23])([CH3:24])[CH3:22])=[O:19])[CH2:16][CH2:17]1. The catalyst class is: 1.